Dataset: Reaction yield outcomes from USPTO patents with 853,638 reactions. Task: Predict the reaction yield, written as a fraction of the theoretical maximum amount of product (1.0 means a 100% yield; for example, 0.34 means a 34% yield). (1) The product is [S:1]1[C:5]2[CH:6]=[CH:7][CH:8]=[CH:9][C:4]=2[CH:3]=[C:2]1[C:10]([NH:12][C@H:13]([C:18]([NH:20][CH2:21][CH2:22][CH2:23][C@H:24]([C:37]([NH:44][CH3:43])=[O:38])[NH:25][S:26]([C:29]1[CH:34]=[CH:33][C:32]([F:35])=[CH:31][C:30]=1[Cl:36])(=[O:27])=[O:28])=[O:19])[CH2:14][CH:15]([CH3:17])[CH3:16])=[O:11]. The catalyst is C(Cl)Cl.C1C=C2C(N(O)N=NC2=CC=1)=O. The reactants are [S:1]1[C:5]2[CH:6]=[CH:7][CH:8]=[CH:9][C:4]=2[CH:3]=[C:2]1[C:10]([NH:12][C@H:13]([C:18]([NH:20][CH2:21][CH2:22][CH2:23][C@H:24]([C:37](O)=[O:38])[NH:25][S:26]([C:29]1[CH:34]=[CH:33][C:32]([F:35])=[CH:31][C:30]=1[Cl:36])(=[O:28])=[O:27])=[O:19])[CH2:14][CH:15]([CH3:17])[CH3:16])=[O:11].CN.C[CH2:43][N:44]=C=NCCCN(C)C.Cl.CN1CCOCC1. The yield is 0.720. (2) The reactants are [CH2:1]([O:3][C:4](=[O:28])[CH:5]=[CH:6][C:7]1[S:11][C:10]([NH:12][C:13]([N:15]([CH:22]2[CH2:27][CH2:26][CH2:25][CH2:24][CH2:23]2)[CH:16]2[CH2:21][CH2:20][CH2:19][CH2:18][CH2:17]2)=[O:14])=[N:9][CH:8]=1)[CH3:2]. The catalyst is CO.[Pd]. The product is [CH2:1]([O:3][C:4](=[O:28])[CH2:5][CH2:6][C:7]1[S:11][C:10]([NH:12][C:13]([N:15]([CH:16]2[CH2:17][CH2:18][CH2:19][CH2:20][CH2:21]2)[CH:22]2[CH2:27][CH2:26][CH2:25][CH2:24][CH2:23]2)=[O:14])=[N:9][CH:8]=1)[CH3:2]. The yield is 0.470.